This data is from Catalyst prediction with 721,799 reactions and 888 catalyst types from USPTO. The task is: Predict which catalyst facilitates the given reaction. (1) Reactant: [Cl:1][C:2]1[CH:3]=[CH:4][C:5]2[NH:11][C:10](=O)[CH2:9][NH:8][C:7](=O)[C:6]=2[CH:14]=1.[H-].[Al+3].[Li+].[H-].[H-].[H-]. Product: [Cl:1][C:2]1[CH:3]=[CH:4][C:5]2[NH:11][CH2:10][CH2:9][NH:8][CH2:7][C:6]=2[CH:14]=1. The catalyst class is: 1. (2) Product: [CH3:37][O:38][C:39]1[CH:40]=[C:41]([C:47]([N:49]=[C:50]=[S:51])=[O:48])[CH:42]=[CH:43][C:44]=1[O:45][CH3:46].[CH3:37][O:38][C:39]1[CH:40]=[C:41]([CH:42]=[CH:43][C:44]=1[O:45][CH3:46])[C:47]([NH:49][C:50]([NH:33][C:32]1[CH:34]=[CH:35][C:29]([O:28][C:19]2[C:18]3[C:23](=[CH:24][C:25]([O:26][CH3:27])=[C:16]([O:15][CH3:14])[CH:17]=3)[N:22]=[CH:21][CH:20]=2)=[C:30]([F:36])[CH:31]=1)=[S:51])=[O:48]. Reactant: COC1C=C(C(Cl)=O)C=CC=1OC.[CH3:14][O:15][C:16]1[CH:17]=[C:18]2[C:23](=[CH:24][C:25]=1[O:26][CH3:27])[N:22]=[CH:21][CH:20]=[C:19]2[O:28][C:29]1[CH:35]=[CH:34][C:32]([NH2:33])=[CH:31][C:30]=1[F:36].[CH3:37][O:38][C:39]1[CH:40]=[C:41]([C:47]([N:49]=[C:50]=[S:51])=[O:48])[CH:42]=[CH:43][C:44]=1[O:45][CH3:46]. The catalyst class is: 234. (3) Reactant: [NH2:1][C:2]1[CH:3]=[C:4]([N:9]([CH3:23])[C:10]2[N:11]=[CH:12][C:13]3[N:18]=[C:17]([NH:19][C:20](=[O:22])[CH3:21])[S:16][C:14]=3[N:15]=2)[CH:5]=[CH:6][C:7]=1[F:8].[CH3:24][C:25]([C:29]1[CH:30]=[C:31]([CH:35]=[CH:36][CH:37]=1)[C:32](O)=[O:33])([CH3:28])[C:26]#[CH:27].F[P-](F)(F)(F)(F)F.N1(OC(N(C)C)=[N+](C)C)C2N=CC=CC=2N=N1.C(=O)([O-])O.[Na+]. Product: [C:20]([NH:19][C:17]1[S:16][C:14]2[N:15]=[C:10]([N:9]([CH3:23])[C:4]3[CH:5]=[CH:6][C:7]([F:8])=[C:2]([NH:1][C:32](=[O:33])[C:31]4[CH:35]=[CH:36][CH:37]=[C:29]([C:25]([CH3:24])([CH3:28])[C:26]#[CH:27])[CH:30]=4)[CH:3]=3)[N:11]=[CH:12][C:13]=2[N:18]=1)(=[O:22])[CH3:21]. The catalyst class is: 17. (4) Reactant: C(OC([N:8]1[C:16]2[C:11](=[CH:12][CH:13]=[C:14]([Cl:17])[CH:15]=2)[CH:10]=[C:9]1[C:18]1[CH:19]=[N:20][CH:21]=[C:22]([O:24][S:25]([N:28]2[CH2:32][CH2:31][CH2:30][CH2:29]2)(=[O:27])=[O:26])[CH:23]=1)=O)(C)(C)C.C(O)(C(F)(F)F)=O.C(=O)(O)[O-].[Na+]. Product: [Cl:17][C:14]1[CH:15]=[C:16]2[C:11]([CH:10]=[C:9]([C:18]3[CH:23]=[C:22]([O:24][S:25]([N:28]4[CH2:32][CH2:31][CH2:30][CH2:29]4)(=[O:27])=[O:26])[CH:21]=[N:20][CH:19]=3)[NH:8]2)=[CH:12][CH:13]=1. The catalyst class is: 2. (5) The catalyst class is: 4. Product: [Cl:1][C:2]1[CH:7]=[CH:6][C:5]([NH:8][C:9]([C:11]2[CH:20]=[CH:19][C:18]3[C:13](=[CH:14][CH:15]=[C:16]([OH:21])[CH:17]=3)[CH:12]=2)=[NH:10])=[CH:4][CH:3]=1. Reactant: [Cl:1][C:2]1[CH:7]=[CH:6][C:5]([NH:8][C:9]([C:11]2[CH:20]=[CH:19][C:18]3[C:13](=[CH:14][CH:15]=[C:16]([O:21]C)[CH:17]=3)[CH:12]=2)=[NH:10])=[CH:4][CH:3]=1.B(Br)(Br)Br.C([O-])(O)=O.[Na+]. (6) Reactant: C=O.[CH2:3]([NH2:10])[C:4]1[CH:9]=[CH:8][CH:7]=[CH:6][CH:5]=1.[CH3:11][CH:12](C)[C:13](=[O:15])C.Cl.C=O.[CH2:20](N)C1C=CC=CC=1.C(N([CH:34]([CH3:36])[CH3:35])CC)(C)C.[OH-].[K+]. Product: [CH2:3]([N:10]1[CH2:11][CH2:12][C:13](=[O:15])[C:34]([CH3:35])([CH3:36])[CH2:20]1)[C:4]1[CH:9]=[CH:8][CH:7]=[CH:6][CH:5]=1. The catalyst class is: 40. (7) Reactant: Cl.[NH2:2][OH:3].C(N(CC)CC)C.[F:11][C:12]1[CH:29]=[CH:28][CH:27]=[CH:26][C:13]=1[CH2:14][N:15]1[C:19]2=[N:20][CH:21]=[CH:22][CH:23]=[C:18]2[C:17]([C:24]#[N:25])=[N:16]1.O. Product: [F:11][C:12]1[CH:29]=[CH:28][CH:27]=[CH:26][C:13]=1[CH2:14][N:15]1[C:19]2=[N:20][CH:21]=[CH:22][CH:23]=[C:18]2[C:17]([C:24](=[N:2][OH:3])[NH2:25])=[N:16]1. The catalyst class is: 16. (8) The catalyst class is: 384. Reactant: [Cl:1][C:2]1[CH:7]=[CH:6][C:5]([OH:8])=[C:4]([F:9])[CH:3]=1.C(=O)([O-])[O-].[K+].[K+].F[C:17]1[N:27]=[CH:26][CH:25]=[C:24]([CH:28]=[CH2:29])[C:18]=1[C:19]([O:21][CH2:22][CH3:23])=[O:20]. Product: [Cl:1][C:2]1[CH:7]=[CH:6][C:5]([O:8][C:17]2[N:27]=[CH:26][CH:25]=[C:24]([CH:28]=[CH2:29])[C:18]=2[C:19]([O:21][CH2:22][CH3:23])=[O:20])=[C:4]([F:9])[CH:3]=1.